This data is from Forward reaction prediction with 1.9M reactions from USPTO patents (1976-2016). The task is: Predict the product of the given reaction. (1) The product is: [Cl:13][C:12]1[C:7]([C:21]2([OH:24])[CH2:22][CH2:23][C:18]3([O:17][CH2:16][CH2:15][O:14]3)[CH2:19][CH2:20]2)=[N:8][CH:9]=[CH:10][CH:11]=1. Given the reactants C([Li])CCC.Br[C:7]1[C:12]([Cl:13])=[CH:11][CH:10]=[CH:9][N:8]=1.[O:14]1[C:18]2([CH2:23][CH2:22][C:21](=[O:24])[CH2:20][CH2:19]2)[O:17][CH2:16][CH2:15]1, predict the reaction product. (2) Given the reactants C(O)[CH:2]([OH:11])[CH2:3][CH2:4][CH2:5][CH2:6][CH2:7][CH2:8][C:9]#[CH:10], predict the reaction product. The product is: [CH:2](=[O:11])[CH2:3][CH2:4][CH2:5][CH2:6][CH2:7][CH2:8][C:9]#[CH:10]. (3) Given the reactants Cl[C:2]1[CH:3]=[CH:4][C:5]([CH2:8][O:9][C:10]2[CH:15]=[N:14][N:13]([CH:16]3[CH2:21][CH2:20][CH2:19][CH2:18][O:17]3)[C:12](=[O:22])[CH:11]=2)=[N:6][CH:7]=1.OC1C=NN(C2CCCCO2)C(=O)C=1.[F:37]C1C=CC(CO)=NC=1, predict the reaction product. The product is: [F:37][C:2]1[CH:3]=[CH:4][C:5]([CH2:8][O:9][C:10]2[CH:15]=[N:14][N:13]([CH:16]3[CH2:21][CH2:20][CH2:19][CH2:18][O:17]3)[C:12](=[O:22])[CH:11]=2)=[N:6][CH:7]=1.